This data is from Reaction yield outcomes from USPTO patents with 853,638 reactions. The task is: Predict the reaction yield, written as a fraction of the theoretical maximum amount of product (1.0 means a 100% yield; for example, 0.34 means a 34% yield). (1) The reactants are [Br:1][C:2]1[CH:11]=[CH:10][C:5]([C:6]([O:8][CH3:9])=[O:7])=[C:4]([CH3:12])[CH:3]=1.[Br:13]N1C(=O)CCC1=O.C(OOC(=O)C1C=CC=CC=1)(=O)C1C=CC=CC=1. The catalyst is C(Cl)(Cl)(Cl)Cl. The product is [Br:1][C:2]1[CH:11]=[CH:10][C:5]([C:6]([O:8][CH3:9])=[O:7])=[C:4]([CH2:12][Br:13])[CH:3]=1. The yield is 0.740. (2) The reactants are I[C:2]1[CH:3]=[C:4]([CH:16]=[CH:17][CH:18]=1)[O:5][C:6]1[CH:11]=[CH:10][N:9]=[C:8]([C:12]([NH:14][CH3:15])=[O:13])[CH:7]=1.C1(C)C=CC=CC=1P(C1C=CC=CC=1C)C1C=CC=CC=1C.[CH:41]([N:43]1[C:51](=[O:52])[C:50]2[C:45](=[CH:46][CH:47]=[CH:48][CH:49]=2)[C:44]1=[O:53])=[CH2:42].CCN(C(C)C)C(C)C. The catalyst is CN(C=O)C.C([O-])(=O)C.[Pd+2].C([O-])(=O)C. The product is [O:53]=[C:44]1[C:45]2[C:50](=[CH:49][CH:48]=[CH:47][CH:46]=2)[C:51](=[O:52])[N:43]1/[CH:41]=[CH:42]/[C:2]1[CH:3]=[C:4]([CH:16]=[CH:17][CH:18]=1)[O:5][C:6]1[CH:11]=[CH:10][N:9]=[C:8]([C:12]([NH:14][CH3:15])=[O:13])[CH:7]=1. The yield is 0.690.